Dataset: Peptide-MHC class I binding affinity with 185,985 pairs from IEDB/IMGT. Task: Regression. Given a peptide amino acid sequence and an MHC pseudo amino acid sequence, predict their binding affinity value. This is MHC class I binding data. (1) The peptide sequence is VSTKLLRFM. The MHC is Mamu-A01 with pseudo-sequence Mamu-A01. The binding affinity (normalized) is 0.696. (2) The peptide sequence is IAETQHGTV. The MHC is HLA-B07:02 with pseudo-sequence HLA-B07:02. The binding affinity (normalized) is 0.297. (3) The peptide sequence is LPPERRQPF. The MHC is HLA-A24:02 with pseudo-sequence HLA-A24:02. The binding affinity (normalized) is 0.0847. (4) The peptide sequence is HPRARSMSS. The MHC is HLA-A11:01 with pseudo-sequence HLA-A11:01. The binding affinity (normalized) is 0.0847. (5) The MHC is HLA-A23:01 with pseudo-sequence HLA-A23:01. The peptide sequence is AAVDLSHFL. The binding affinity (normalized) is 0.